The task is: Predict the reaction yield, written as a fraction of the theoretical maximum amount of product (1.0 means a 100% yield; for example, 0.34 means a 34% yield).. This data is from Reaction yield outcomes from USPTO patents with 853,638 reactions. The reactants are [NH2:1][C:2]1[N:7]=[N:6][C:5]([C:8]2[CH:9]=[C:10]([CH:15]=[CH:16][CH:17]=2)[C:11]([O:13][CH3:14])=[O:12])=[CH:4][C:3]=1[Br:18].Cl[CH2:20][CH:21](OCC)OCC.CC1C=CC(S(O)(=O)=O)=CC=1. The catalyst is C(O)(C)C. The product is [Br:18][C:3]1[C:2]2[N:7]([CH:20]=[CH:21][N:1]=2)[N:6]=[C:5]([C:8]2[CH:9]=[C:10]([CH:15]=[CH:16][CH:17]=2)[C:11]([O:13][CH3:14])=[O:12])[CH:4]=1. The yield is 0.560.